Task: Predict the product of the given reaction.. Dataset: Forward reaction prediction with 1.9M reactions from USPTO patents (1976-2016) (1) The product is: [CH3:1][O:2][C:3]1[CH:4]=[C:5]([CH:8]=[CH:9][CH:10]=1)[CH:6]=[N:13][NH:12][C:11]([O:15][C:16]([CH3:19])([CH3:18])[CH3:17])=[O:14]. Given the reactants [CH3:1][O:2][C:3]1[CH:4]=[C:5]([CH:8]=[CH:9][CH:10]=1)[CH:6]=O.[C:11]([O:15][C:16]([CH3:19])([CH3:18])[CH3:17])(=[O:14])[NH:12][NH2:13], predict the reaction product. (2) Given the reactants [F:1][C:2]1[C:10]2[O:9][C:8]([N:11]3[C:19]4[C:14](=[CH:15][CH:16]=[CH:17][CH:18]=4)[CH2:13][CH2:12]3)=[N:7][C:6]=2[CH:5]=[CH:4][C:3]=1[CH2:20][C:21]([O:23]C)=[O:22].[OH-].[Na+], predict the reaction product. The product is: [F:1][C:2]1[C:10]2[O:9][C:8]([N:11]3[C:19]4[C:14](=[CH:15][CH:16]=[CH:17][CH:18]=4)[CH2:13][CH2:12]3)=[N:7][C:6]=2[CH:5]=[CH:4][C:3]=1[CH2:20][C:21]([OH:23])=[O:22]. (3) Given the reactants [NH2:1][C@H:2]([C:5]1[N:14]([C:15]2[CH:20]=[CH:19][CH:18]=[CH:17][CH:16]=2)[C:13](=[O:21])[C:12]2[C:7](=[CH:8][CH:9]=[CH:10][C:11]=2[CH3:22])[N:6]=1)[CH2:3][CH3:4].Cl[C:24]1[N:29]=[CH:28][N:27]=[C:26]([NH2:30])[C:25]=1[C:31]1[O:32][C:33]([CH3:36])=[N:34][N:35]=1.CCN(C(C)C)C(C)C.CCOC(C)=O, predict the reaction product. The product is: [NH2:30][C:26]1[N:27]=[CH:28][N:29]=[C:24]([NH:1][C@H:2]([C:5]2[N:14]([C:15]3[CH:16]=[CH:17][CH:18]=[CH:19][CH:20]=3)[C:13](=[O:21])[C:12]3[C:7](=[CH:8][CH:9]=[CH:10][C:11]=3[CH3:22])[N:6]=2)[CH2:3][CH3:4])[C:25]=1[C:31]1[O:32][C:33]([CH3:36])=[N:34][N:35]=1.